This data is from Reaction yield outcomes from USPTO patents with 853,638 reactions. The task is: Predict the reaction yield, written as a fraction of the theoretical maximum amount of product (1.0 means a 100% yield; for example, 0.34 means a 34% yield). (1) The reactants are Br[C:2]1[CH:3]=[CH:4][C:5]2[C:9]3[CH:10]=[CH:11][C:12](Br)=[CH:13][C:8]=3[S:7](=[O:16])(=[O:15])[C:6]=2[CH:17]=1.[N:18]12[CH2:25][CH2:24][CH:21]([CH2:22][CH2:23]1)[C@H:20]([OH:26])[CH2:19]2.N1C2C(=CC=C3C=2N=CC=C3)C=CC=1.C(=O)([O-])[O-].[Cs+].[Cs+]. The catalyst is C1(C)C=CC=CC=1.[Cu]I. The product is [O:15]=[S:7]1(=[O:16])[C:6]2[CH:17]=[CH:2][CH:3]=[CH:4][C:5]=2[C:9]2[CH:10]=[CH:11][C:12]([O:26][C@H:20]3[CH:21]4[CH2:24][CH2:25][N:18]([CH2:23][CH2:22]4)[CH2:19]3)=[CH:13][C:8]1=2. The yield is 0.630. (2) The catalyst is CN(C)C=O.C(#N)CC.C([O-])(=O)C.[Pd+2].C([O-])(=O)C. The yield is 0.230. The product is [C:17]([O:16][C:12](=[O:15])/[CH:13]=[CH:14]/[C:2]1[CH:3]=[C:4]2[O:10][C:9](=[O:11])[NH:8][C:5]2=[N:6][CH:7]=1)([CH3:20])([CH3:19])[CH3:18]. The reactants are Br[C:2]1[CH:3]=[C:4]2[O:10][C:9](=[O:11])[NH:8][C:5]2=[N:6][CH:7]=1.[C:12]([O:16][C:17]([CH3:20])([CH3:19])[CH3:18])(=[O:15])[CH:13]=[CH2:14].C1(C)C=CC=CC=1P(C1C=CC=CC=1C)C1C=CC=CC=1C.C(N(CC)C(C)C)(C)C. (3) The reactants are Br[C:2]1[CH:11]=[CH:10][C:5]([C:6]([O:8][CH3:9])=[O:7])=[CH:4][CH:3]=1.[Cl-].[F:13][C:14]([F:24])([F:23])[C:15]1[CH:22]=[CH:21][C:18]([CH2:19][Zn+])=[CH:17][CH:16]=1.C(Cl)Cl. The catalyst is C1COCC1. The product is [F:13][C:14]([F:23])([F:24])[C:15]1[CH:22]=[CH:21][C:18]([CH2:19][C:2]2[CH:11]=[CH:10][C:5]([C:6]([O:8][CH3:9])=[O:7])=[CH:4][CH:3]=2)=[CH:17][CH:16]=1. The yield is 0.550. (4) The reactants are C1N=C(N)C2N=CN([C@@H]3O[C@H](COP(OP(OC[C@H:26]4[O:30][C@@H:29]([N:31]5[CH:36]=[C:35]([C:37](N)=O)[CH2:34][CH:33]=[CH:32]5)[C@H:28](O)[C@@H:27]4[OH:41])(O)=O)(O)=O)[C@@H](O)[C@H]3O)C=2N=1.[CH2:45](N1CCCCC1)C1C=CC=CC=1. The catalyst is C(O)C(N)(CO)CO.Cl. The product is [CH2:36]([N:31]1[CH2:26][C@@H:27]([OH:41])[CH2:28][C:29]1=[O:30])[C:35]1[CH:34]=[CH:33][CH:32]=[CH:45][CH:37]=1. The yield is 0.800.